Predict which catalyst facilitates the given reaction. From a dataset of Catalyst prediction with 721,799 reactions and 888 catalyst types from USPTO. (1) Reactant: [H-].[Na+].[F:3][C:4]([F:25])([F:24])[O:5][C:6]1[CH:11]=[CH:10][C:9]([C:12]2[N:16]=[C:15]([C:17]3[CH:18]=[CH:19][C:20](=[O:23])[NH:21][CH:22]=3)[O:14][N:13]=2)=[CH:8][CH:7]=1.[C:26]([O:29][C:30]1([C:33]2[CH:38]=[CH:37][CH:36]=[C:35]([CH2:39]OS(C)(=O)=O)[CH:34]=2)[CH2:32][CH2:31]1)(=[O:28])[CH3:27].O. Product: [C:26]([O:29][C:30]1([C:33]2[CH:38]=[CH:37][CH:36]=[C:35]([CH2:39][N:21]3[CH:22]=[C:17]([C:15]4[O:14][N:13]=[C:12]([C:9]5[CH:10]=[CH:11][C:6]([O:5][C:4]([F:3])([F:24])[F:25])=[CH:7][CH:8]=5)[N:16]=4)[CH:18]=[CH:19][C:20]3=[O:23])[CH:34]=2)[CH2:32][CH2:31]1)(=[O:28])[CH3:27]. The catalyst class is: 39. (2) Reactant: [C:1]([O:5][C:6]([N:8]1[CH2:13][CH2:12][N:11]([C:14]2[N:22]([C:23]3[CH:28]=[CH:27][CH:26]=[CH:25][C:24]=3[Cl:29])[C:21]3[C:20](=[O:30])[N:19]([CH3:31])[C:18](=[O:32])[N:17]([CH2:33][C:34](OC)=[O:35])[C:16]=3[N:15]=2)[CH2:10][CH2:9]1)=[O:7])([CH3:4])([CH3:3])[CH3:2].[OH-].[Na+].Cl. Product: [C:1]([O:5][C:6]([N:8]1[CH2:13][CH2:12][N:11]([C:14]2[N:22]([C:23]3[CH:28]=[CH:27][CH:26]=[CH:25][C:24]=3[Cl:29])[C:21]3[C:20](=[O:30])[N:19]([CH3:31])[C:18](=[O:32])[N:17]([CH:33]=[C:34]=[O:35])[C:16]=3[N:15]=2)[CH2:10][CH2:9]1)=[O:7])([CH3:4])([CH3:3])[CH3:2]. The catalyst class is: 5. (3) Reactant: [NH2:1][C:2]1[CH:3]=[C:4]([CH:23]=[CH:24][C:25]=1[F:26])[O:5][C:6]1[CH:20]=[CH:19][C:9]2[N:10]=[C:11]([NH:13][C:14]([CH:16]3[CH2:18][CH2:17]3)=[O:15])[S:12][C:8]=2[C:7]=1[C:21]#[N:22].[N:27]([C:30]1[CH:35]=[CH:34][C:33]([C:36]([F:39])([F:38])[F:37])=[CH:32][CH:31]=1)=[C:28]=[O:29]. Product: [C:21]([C:7]1[C:8]2[S:12][C:11]([NH:13][C:14]([CH:16]3[CH2:17][CH2:18]3)=[O:15])=[N:10][C:9]=2[CH:19]=[CH:20][C:6]=1[O:5][C:4]1[CH:23]=[CH:24][C:25]([F:26])=[C:2]([NH:1][C:28](=[O:29])[NH:27][C:30]2[CH:35]=[CH:34][C:33]([C:36]([F:37])([F:39])[F:38])=[CH:32][CH:31]=2)[CH:3]=1)#[N:22]. The catalyst class is: 42. (4) Reactant: [N:1]1([CH2:7][C:8]2[CH:9]=[CH:10][C:11](OS(C(F)(F)F)(=O)=O)=[N:12][CH:13]=2)[CH2:6][CH2:5][CH2:4][CH2:3][CH2:2]1.[N:22]1([CH2:28][C:29]2N=CC(O)=[CH:31][CH:30]=2)[CH2:27][CH2:26][CH2:25][CH2:24][CH2:23]1.C1C=CC(N(S(C(F)(F)F)(=O)=O)S(C(F)(F)F)(=O)=O)=CC=1. Product: [NH3:1].[N:22]1([CH2:28][CH2:29][C:30]#[C:31][C:11]2[CH:10]=[CH:9][C:8]([CH2:7][N:1]3[CH2:6][CH2:5][CH2:4][CH2:3][CH2:2]3)=[CH:13][N:12]=2)[CH2:27][CH2:26][CH2:25][CH2:24][CH2:23]1. The catalyst class is: 2.